This data is from Full USPTO retrosynthesis dataset with 1.9M reactions from patents (1976-2016). The task is: Predict the reactants needed to synthesize the given product. (1) Given the product [ClH:53].[O:1]=[C:2]1[C@H:8]([CH2:9][C:10]([O:52][CH2:41][CH2:42][CH2:43][CH2:44][CH2:45][CH2:46][CH2:47][CH2:48][CH2:49][CH2:50][CH3:51])=[O:11])[CH2:7][C:6]2[CH:13]=[CH:14][C:15]([O:17][CH2:18][CH2:19][C:20]3[N:21]=[C:22]4[NH:27][CH2:26][CH2:25][CH2:24][N:23]4[CH:35]=3)=[CH:16][C:5]=2[CH2:4][N:3]1[CH2:36][C:37]([F:38])([F:40])[F:39], predict the reactants needed to synthesize it. The reactants are: [O:1]=[C:2]1[C@H:8]([CH2:9][C:10](O)=[O:11])[CH2:7][C:6]2[CH:13]=[CH:14][C:15]([O:17][CH2:18][CH2:19][C:20]3[N:21]=[C:22]4[N:27](C(OC(C)(C)C)=O)[CH2:26][CH2:25][CH2:24][N:23]4[CH:35]=3)=[CH:16][C:5]=2[CH2:4][N:3]1[CH2:36][C:37]([F:40])([F:39])[F:38].[CH2:41]([OH:52])[CH2:42][CH2:43][CH2:44][CH2:45][CH2:46][CH2:47][CH2:48][CH2:49][CH2:50][CH3:51].[ClH:53].O1CCOCC1. (2) Given the product [Cl:1][C:2]1[CH:3]=[C:4]([F:11])[C:5]([CH2:6][OH:7])=[C:8]([F:10])[CH:9]=1, predict the reactants needed to synthesize it. The reactants are: [Cl:1][C:2]1[CH:9]=[C:8]([F:10])[C:5]([CH:6]=[O:7])=[C:4]([F:11])[CH:3]=1.O1CCCC1.[BH4-].[Na+]. (3) Given the product [Cl:1][C:2]1[CH:3]=[C:4]([CH2:5][C:29]#[N:30])[CH:11]=[CH:12][C:13]=1[CH:14]([CH3:28])[C:15]([C:21]1[CH:26]=[CH:25][N:24]=[C:23]([Cl:27])[CH:22]=1)([OH:20])[C:16]([F:19])([F:18])[F:17], predict the reactants needed to synthesize it. The reactants are: [Cl:1][C:2]1[CH:3]=[C:4]([CH:11]=[CH:12][C:13]=1[CH:14]([CH3:28])[C:15]([C:21]1[CH:26]=[CH:25][N:24]=[C:23]([Cl:27])[CH:22]=1)([OH:20])[C:16]([F:19])([F:18])[F:17])[CH2:5]OS(C)(=O)=O.[C-:29]#[N:30].[Na+]. (4) Given the product [F:1][C:2]([F:7])([F:6])[C:3]([OH:5])=[O:4].[F:8][C:9]([F:14])([F:13])[C:10]([OH:12])=[O:11].[Cl:22][C:23]1[CH:24]=[N:25][C:26]2[NH:27][C:28]3[CH:29]=[N:30][CH:31]=[C:32]([CH:53]=3)[CH2:33][CH2:34][C:35]3[CH:43]=[C:39]([NH:40][C:41]=1[N:42]=2)[CH:38]=[CH:37][C:36]=3[NH:44][C:45](=[O:52])[CH2:46][C@@H:47]1[CH2:51][CH2:50][N:49]([C:55]([NH:54][C:57]2[CH:64]=[CH:63][C:60]([C:61]#[N:62])=[CH:59][CH:58]=2)=[O:56])[CH2:48]1, predict the reactants needed to synthesize it. The reactants are: [F:1][C:2]([F:7])([F:6])[C:3]([OH:5])=[O:4].[F:8][C:9]([F:14])([F:13])[C:10]([OH:12])=[O:11].FC(F)(F)C(O)=O.[Cl:22][C:23]1[CH:24]=[N:25][C:26]2[NH:27][C:28]3[CH:29]=[N:30][CH:31]=[C:32]([CH:53]=3)[CH2:33][CH2:34][C:35]3[CH:43]=[C:39]([NH:40][C:41]=1[N:42]=2)[CH:38]=[CH:37][C:36]=3[NH:44][C:45](=[O:52])[CH2:46][C@@H:47]1[CH2:51][CH2:50][NH:49][CH2:48]1.[N:54]([C:57]1[CH:64]=[CH:63][C:60]([C:61]#[N:62])=[CH:59][CH:58]=1)=[C:55]=[O:56]. (5) Given the product [CH3:22][O:21][C:10]1[CH:11]=[C:12]([C:17]([F:19])([F:20])[F:18])[CH:13]=[C:14]([S:15][CH3:16])[C:9]=1[C:8]([NH:7][CH:3]1[CH2:4][CH2:5][CH2:6][CH:2]1[NH:1][CH:27]1[CH2:28][CH2:29][O:24][CH2:25][CH2:26]1)=[O:23], predict the reactants needed to synthesize it. The reactants are: [NH2:1][CH:2]1[CH2:6][CH2:5][CH2:4][CH:3]1[NH:7][C:8](=[O:23])[C:9]1[C:14]([S:15][CH3:16])=[CH:13][C:12]([C:17]([F:20])([F:19])[F:18])=[CH:11][C:10]=1[O:21][CH3:22].[O:24]1[CH2:29][CH2:28][C:27](=O)[CH2:26][CH2:25]1. (6) Given the product [CH:1]1([NH:4][C:5]([NH:6][C:7]2[CH:44]=[CH:43][C:10]([O:11][C:12]3[CH:17]=[CH:16][N:15]=[C:14]4[CH:18]=[C:19]([C:21]5[CH:22]=[CH:23][C:24]([CH2:27][NH:28][CH2:36][CH2:37][O:38][CH2:39][CH2:40][O:41][CH3:42])=[CH:25][N:26]=5)[S:20][C:13]=34)=[C:9]([F:45])[CH:8]=2)=[O:46])[CH2:2][CH2:3]1, predict the reactants needed to synthesize it. The reactants are: [CH:1]1([NH:4][C:5](=[O:46])[NH:6][C:7]2[CH:44]=[CH:43][C:10]([O:11][C:12]3[CH:17]=[CH:16][N:15]=[C:14]4[CH:18]=[C:19]([C:21]5[N:26]=[CH:25][C:24]([CH2:27][N:28]([CH2:36][CH2:37][O:38][CH2:39][CH2:40][O:41][CH3:42])C(=O)OC(C)(C)C)=[CH:23][CH:22]=5)[S:20][C:13]=34)=[C:9]([F:45])[CH:8]=2)[CH2:3][CH2:2]1.FC(F)(F)C(O)=O.[OH-].[Na+].